Dataset: Catalyst prediction with 721,799 reactions and 888 catalyst types from USPTO. Task: Predict which catalyst facilitates the given reaction. (1) Reactant: [Br:1][C:2]1[CH:3]=[C:4]([C:9]23[CH2:17][CH:16]([OH:18])[CH2:15][CH:14]2[CH2:13][S:12][C:11]([NH:19][C:20](=[O:27])[C:21]2[CH:26]=[CH:25][CH:24]=[CH:23][CH:22]=2)=[N:10]3)[CH:5]=[CH:6][C:7]=1[F:8].CO. Product: [Br:1][C:2]1[CH:3]=[C:4]([C@:9]23[CH2:17][C@H:16]([OH:18])[CH2:15][C@H:14]2[CH2:13][S:12][C:11]([NH:19][C:20](=[O:27])[C:21]2[CH:22]=[CH:23][CH:24]=[CH:25][CH:26]=2)=[N:10]3)[CH:5]=[CH:6][C:7]=1[F:8]. The catalyst class is: 10. (2) Reactant: [Cl:1][C:2]1[CH:7]=[CH:6][C:5]([C:8]([F:11])([F:10])[F:9])=[CH:4][C:3]=1[OH:12].[N:13]1[CH:18]=[CH:17][N:16]=[C:15]([N:19]2[CH2:23][CH2:22][CH:21](O)[CH2:20]2)[N:14]=1.CC(OC(/N=N/C(OC(C)C)=O)=O)C. Product: [Cl:1][C:2]1[CH:7]=[CH:6][C:5]([C:8]([F:10])([F:11])[F:9])=[CH:4][C:3]=1[O:12][CH:21]1[CH2:22][CH2:23][N:19]([C:15]2[N:14]=[N:13][CH:18]=[CH:17][N:16]=2)[CH2:20]1. The catalyst class is: 11. (3) Reactant: [C:9](O[C:9]([O:11][C:12]([CH3:15])([CH3:14])[CH3:13])=[O:10])([O:11][C:12]([CH3:15])([CH3:14])[CH3:13])=[O:10].[NH2:16][CH2:17][CH2:18][CH2:19][CH2:20][CH2:21][CH2:22][NH2:23]. Product: [C:9]([NH:16][CH2:17][CH2:18][CH2:19][CH2:20][CH2:21][CH2:22][NH2:23])([O:11][C:12]([CH3:13])([CH3:14])[CH3:15])=[O:10]. The catalyst class is: 4. (4) Product: [CH3:1][N:2]1[C:6](=[O:7])[CH:5]=[C:4]([Br:9])[C:3]1=[O:8]. The catalyst class is: 5. Reactant: [CH3:1][N:2]1[C:6](=[O:7])[CH:5]=[CH:4][C:3]1=[O:8].[Br:9]Br.C(N(CC)CC)C. (5) Reactant: [CH3:1][C:2]1[N:6]2[CH:7]=[CH:8][CH:9]=[CH:10][C:5]2=[N:4][C:3]=1[C:11]([O:13]CC)=[O:12].[OH-].[Na+]. Product: [CH3:1][C:2]1[N:6]2[CH:7]=[CH:8][CH:9]=[CH:10][C:5]2=[N:4][C:3]=1[C:11]([OH:13])=[O:12]. The catalyst class is: 5. (6) Reactant: [CH3:1][O:2][CH2:3][CH:4]([NH:6][C:7]([C:9]1[CH:10]=[C:11]([C:18]2[CH:23]=[CH:22][C:21]([CH3:24])=[CH:20][CH:19]=2)[CH:12]=[C:13]([N:15]=[N+:16]=[N-:17])[CH:14]=1)=[O:8])[CH3:5].[C:25]([Si](C)(C)C)#[CH:26]. Product: [CH3:1][O:2][CH2:3][CH:4]([NH:6][C:7]([C:9]1[CH:10]=[C:11]([C:18]2[CH:19]=[CH:20][C:21]([CH3:24])=[CH:22][CH:23]=2)[CH:12]=[C:13]([N:15]2[CH:26]=[CH:25][N:17]=[N:16]2)[CH:14]=1)=[O:8])[CH3:5]. The catalyst class is: 3.